This data is from Experimentally validated miRNA-target interactions with 360,000+ pairs, plus equal number of negative samples. The task is: Binary Classification. Given a miRNA mature sequence and a target amino acid sequence, predict their likelihood of interaction. (1) The miRNA is hsa-miR-3612 with sequence AGGAGGCAUCUUGAGAAAUGGA. The protein sequence of the target gene is MSALRRKFGDDYQVVTTSSSGSGLQPQGPGQGPQQQLVPKKKRQRFVDKNGRCNVQHGNLGSETSRYLSDLFTTLVDLKWRWNLFIFILTYTVAWLFMASMWWVIAYTRGDLNKAHVGNYTPCVANVYNFPSAFLFFIETEATIGYGYRYITDKCPEGIILFLFQSILGSIVDAFLIGCMFIKMSQPKKRAETLMFSEHAVISMRDGKLTLMFRVGNLRNSHMVSAQIRCKLLKSRQTPEGEFLPLDQLELDVGFSTGADQLFLVSPLTICHVIDAKSPFYDLSQRSMQTEQFEVVVILE.... Result: 0 (no interaction). (2) The miRNA is mmu-miR-431-5p with sequence UGUCUUGCAGGCCGUCAUGCA. The protein sequence of the target gene is MAGAKAYRLGAVLLLIHLIFLISGAEAASFQRNQLLQKEPDLRLENVQKFPSPEMIRALEYIEKLRQQAHREESSPDYNPYQGVSVPLQLKENGEESHLAESSRDALSEDEWMRIILEALRQAENEPPSAPKENKPYALNLEKNFPVDTPDDYETQQWPERKLKHMRFPLMYEENSRENPFKRTNEIVEEQYTPQSLATLESVFQELGKLTGPSNQKRERVDEEQKLYTDDEDDVYKTNNIAYEDVVGGEDWSPIEEKIETQTQEEVRDSKENTEKNEQINEEMKRSGQLGLPDEENRRE.... Result: 0 (no interaction). (3) The miRNA is hsa-miR-218-5p with sequence UUGUGCUUGAUCUAACCAUGU. The protein sequence of the target gene is MAADGDWQDFYEFQEPARSLLDQENCNASPEPGAEAGAEAGGGADGFPAPACSLEEKLSLCFRPSDPGAEPPRTAVRPITERSLLQGDEIWNALTDNYGNVMPVDWKSSHTRTLHLLTLNLSEKGVSDSLLFDTSDDEELREQLDMHSIIVSCVNDEPLFTADQVIEEIEEMMQESPDPEDDETPTQSDRLSMLSQEIQTLKRSSTGSYEERVKRLSVSELNEILEEIETAIKEYSEELVQQLALRDELEFEKEVKNSFISVLIEVQNKQKEHKETAKKKKKLKNGSSQNGKNERSHMPG.... Result: 0 (no interaction). (4) The miRNA is hsa-miR-5583-5p with sequence AAACUAAUAUACCCAUAUUCUG. Result: 0 (no interaction). The protein sequence of the target gene is MNSSTSTMSEEPDALSVVNQLRDLAADPLNRRAIVQDQGCLPGLILFMDHPNPPVVHSALLALRYLAECRANREKMKGELGMMLSLQNVIQKTTTPGETKLLASEIYDILQSSNMADGDSFNEMNSRRRKAQFFLGTTNKRAKTVVLHIDGLDDTSRRNLCEEALLKIKGVISFTFQMAVQRCVVRIRSDLKAEALASAIASTKVMKAQQVVKSESGEEMLVPFQDTPVEVEQNTELPDYLPEDESPTKEQDKAVSRVGSHPEGGASWLSTAANFLSRSFYW. (5) The miRNA is cel-miR-124-3p with sequence UAAGGCACGCGGUGAAUGCCA. The protein sequence of the target gene is MEEYHRHCDEVGFNAEEAHNIVKECVDGVLGGEDYNHNNINQWTASIVEQSLTHLVKLGKAYKYIVTCAVVQKSAYGFHTASSCFWDTTSDGTCTVRWENRTMNCIVNVFAIAIVL. Result: 0 (no interaction). (6) The miRNA is mmu-miR-208b-3p with sequence AUAAGACGAACAAAAGGUUUGU. The protein sequence of the target gene is MLVTAYLAFVGLLASCLGLELSRCRAKPPGRACSNPSFLRFQLDFYQVYFLALAADWLQAPYLYKLYQHYYFLEGQIAILYVCGLASTVLFGLVASSLVDWLGRKNSCVLFSLTYSLCCLTKLSQDYFVLLVGRALGGLSTALLFSAFEAWYIHEHVERHDFPAEWIPATFARAAFWNHVLAVVAGVAAEAVASWIGLGPVAPFVAAIPLLALAGALALRNWGENYDRQRAFSRTCAGGLRCLLSDRRVLLLGTIQALFESVIFIFVFLWTPVLDPHGAPLGIIFSSFMAASLLGSSLYR.... Result: 0 (no interaction). (7) The miRNA is hsa-miR-185-3p with sequence AGGGGCUGGCUUUCCUCUGGUC. The protein sequence of the target gene is MLRLLRPLLLLLLLPPPGSPEPPGLTQLSPGAPPQAPDLLYADGLRAYAAGAWAPAVALLREALRSQAALGRVRLDCGASCAADPGAALPAVLLGAPEPDSGPGPTQGSWERQLLRAALRRADCLTQCAARRLGPGGAARLRVGSALRDAFRRREPYNYLQRAYYQLKKLDLAAAAAHTFFVANPMHLQMREDMAKYRRMSGVRPQSFRDLETPPHWAAYDTGLELLGRQEAGLALPRLEEALQGSLAQMESCRADCEGPEEQQGAEEEEDGAASQGGLYEAIAGHWIQVLQCRQRCVGE.... Result: 0 (no interaction). (8) The protein sequence of the target gene is MAVPGCNKDSVRAGCKKCGYPGHLTFECRNFLRVDPKRDIVLDVSSTSSEDSDEENEELNKLQALQEKRINEEEEKKKEKSKEKIKLKKKRKRSYSSSSTEEDTSKQKKQKYQKKEKKKEKKSKSKKGKHHKKEKKKRKKEKHSSTPNSSEFSRK. Result: 1 (interaction). The miRNA is hsa-miR-3609 with sequence CAAAGUGAUGAGUAAUACUGGCUG. (9) The miRNA is cel-miR-266 with sequence AGGCAAGACUUUGGCAAAGC. The protein sequence of the target gene is MAANVSGAKSCPANFLAAADDKLSGFQGDFLWPILVVEFLVAVASNGLALYRFSIRKQRPWHPAVVFSVQLAVSDLLCALTLPPLAAYLYPPKHWRYGEAACRLERFLFTCNLLGSVIFITCISLNRYLGIVHPFFARSHLRPKHAWAVSAAGWVLAALLAMPTLSFSHLKRPQQGAGNCSVARPEACIKCLGTADHGLAAYRAYSLVLAGLGCGLPLLLTLAAYGALGRAVLRSPGMTVAEKLRVAALVASGVALYASSYVPYHIMRVLNVDARRRWSTRCPSFADIAQATAALELGPY.... Result: 0 (no interaction). (10) The miRNA is mmu-miR-33-3p with sequence CAAUGUUUCCACAGUGCAUCAC. The protein sequence of the target gene is MDWVMKHNGPNDASDGTVRLRGLPFGCSKEEIVQFFQGLEIVPNGITLTMDYQGRSTGEAFVQFASKEIAENALGKHKERIGHRYIEIFRSSRSEIKGFYDPPRRLLGQRPGPYDRPIGGRGGYYGAGRGSMYDRMRRGGDGYDGGYGGFDDYGGYNNYGYGNDGFDDRMRDGRGMGGHGYGGAGDASSGFHGGHFVHMRGLPFRATENDIANFFSPLNPIRVHIDIGADGRATGEADVEFVTHEDAVAAMSKDKNNMQHRYIELFLNSTPGGGSGMGGSGMGGYGRDGMDNQGGYGSVG.... Result: 0 (no interaction).